Dataset: Reaction yield outcomes from USPTO patents with 853,638 reactions. Task: Predict the reaction yield, written as a fraction of the theoretical maximum amount of product (1.0 means a 100% yield; for example, 0.34 means a 34% yield). (1) The reactants are [F:1][C:2]([F:30])([F:29])[O:3][C:4]1[CH:9]=[CH:8][C:7]([N:10]2[CH:14]=[N:13][C:12]([C:15]3[CH:20]=[CH:19][C:18]([CH:21]([CH3:28])[CH2:22]C(N=[N+]=[N-])=O)=[CH:17][CH:16]=3)=[N:11]2)=[CH:6][CH:5]=1.[CH:31]([C:34]1[CH:39]=[CH:38][C:37]([CH3:40])=[CH:36][C:35]=1[NH:41][C:42]([NH2:44])=[S:43])([CH3:33])[CH3:32].[C:45](=[O:48])([O-])[O-].[Cs+].[Cs+].[C:51]([O-:54])(=O)[CH3:52].[Na+].BrCC(OC)=O.C(#[N:64])C. The catalyst is C(OCC)(=O)C.C(O)C. The product is [CH:31]([C:34]1[CH:39]=[CH:38][C:37]([CH3:40])=[CH:36][C:35]=1[N:41]1[C:51](=[O:54])[CH2:52][S:43]/[C:42]/1=[N:44]\[C:45]([NH:64][CH2:22][CH:21]([C:18]1[CH:19]=[CH:20][C:15]([C:12]2[N:13]=[CH:14][N:10]([C:7]3[CH:8]=[CH:9][C:4]([O:3][C:2]([F:29])([F:1])[F:30])=[CH:5][CH:6]=3)[N:11]=2)=[CH:16][CH:17]=1)[CH3:28])=[O:48])([CH3:33])[CH3:32]. The yield is 0.350. (2) The yield is 0.0300. The catalyst is CN(C=O)C. The reactants are [C:1]([OH:5])(=O)[CH:2]=[CH2:3].[Cl:6][C:7]1[CH:15]=[C:14]2[C:10]([C:11]([NH:16][CH:17]3[CH2:22][CH2:21][NH:20][CH2:19][CH2:18]3)=[N:12][NH:13]2)=[CH:9][C:8]=1[C:23]1[CH:28]=[CH:27][CH:26]=[CH:25][C:24]=1[Cl:29].C1C=CC2N(O)N=NC=2C=1.CCN=C=NCCCN(C)C. The product is [Cl:6][C:7]1[CH:15]=[C:14]2[C:10]([C:11]([NH:16][CH:17]3[CH2:22][CH2:21][N:20]([C:1](=[O:5])[CH:2]=[CH2:3])[CH2:19][CH2:18]3)=[N:12][NH:13]2)=[CH:9][C:8]=1[C:23]1[CH:28]=[CH:27][CH:26]=[CH:25][C:24]=1[Cl:29].